This data is from Full USPTO retrosynthesis dataset with 1.9M reactions from patents (1976-2016). The task is: Predict the reactants needed to synthesize the given product. The reactants are: [H-].[Na+].[CH2:3]([N:10]1[C:14]2[CH:15]=[CH:16][C:17]3[N:18]([C:19]([CH3:22])=[N:20][N:21]=3)[C:13]=2[CH:12]=[C:11]1[C:23]1[NH:27][N:26]=[CH:25][CH:24]=1)[C:4]1[CH:9]=[CH:8][CH:7]=[CH:6][CH:5]=1.I[CH2:29][CH3:30]. Given the product [CH2:3]([N:10]1[C:14]2[CH:15]=[CH:16][C:17]3[N:18]([C:19]([CH3:22])=[N:20][N:21]=3)[C:13]=2[CH:12]=[C:11]1[C:23]1[CH:24]=[CH:25][N:26]([CH2:29][CH3:30])[N:27]=1)[C:4]1[CH:5]=[CH:6][CH:7]=[CH:8][CH:9]=1, predict the reactants needed to synthesize it.